The task is: Predict the product of the given reaction.. This data is from Forward reaction prediction with 1.9M reactions from USPTO patents (1976-2016). (1) Given the reactants N1C=CC(C2C=[N:10][NH:9][C:8]=2C2C=CC(CCC3C=CC4C(=CC=CC=4)N=3)=CC=2)=CC=1.[Cl:30][C:31]1[CH:36]=[C:35]([CH2:37][C:38]([C:40]2[CH:45]=[CH:44][C:43]([O:46][CH2:47][C:48]3[CH:57]=[CH:56][C:55]4[C:50](=[CH:51][CH:52]=[CH:53][CH:54]=4)[N:49]=3)=[CH:42][CH:41]=2)=O)[CH:34]=[CH:33][N:32]=1, predict the reaction product. The product is: [Cl:30][C:31]1[CH:36]=[C:35]([C:37]2[C:38]([C:40]3[CH:45]=[CH:44][C:43]([O:46][CH2:47][C:48]4[CH:57]=[CH:56][C:55]5[C:50](=[CH:51][CH:52]=[CH:53][CH:54]=5)[N:49]=4)=[CH:42][CH:41]=3)=[N:10][NH:9][CH:8]=2)[CH:34]=[CH:33][N:32]=1. (2) Given the reactants [F:1][C:2]1[CH:3]=[C:4]([CH2:9][C:10]#[N:11])[CH:5]=[C:6]([F:8])[CH:7]=1.Br[CH2:13][CH2:14]Br.[OH-].[Na+], predict the reaction product. The product is: [F:1][C:2]1[CH:3]=[C:4]([C:9]2([C:10]#[N:11])[CH2:14][CH2:13]2)[CH:5]=[C:6]([F:8])[CH:7]=1.